Dataset: Experimentally validated miRNA-target interactions with 360,000+ pairs, plus equal number of negative samples. Task: Binary Classification. Given a miRNA mature sequence and a target amino acid sequence, predict their likelihood of interaction. (1) The miRNA is hsa-miR-6869-5p with sequence GUGAGUAGUGGCGCGCGGCGGC. The protein sequence of the target gene is MAPSEDPRDWRANLKGTIRETGLETSSGGKLAGHQKTVPTAHLTFVIDCTHGKQLSLAATASPPQAPSPNRGLVTPPMKTYIVFCGENWPHLTRVTPMGGGCLAQARATLPLCRGSVASASFPVSPLCPQEVPEAKGKPVKAAPVRSSTWGTVKDSLKALSSCVCGQAD. Result: 1 (interaction). (2) The miRNA is cel-miR-60-3p with sequence UAUUAUGCACAUUUUCUAGUUCA. The protein sequence of the target gene is MAMTAGTTTTFPMSNHTRERVTVAKLTLENFYSNLILQHEERETRQKKLEVAMEEEGLADEEKKLRRSQHARKETEFLRLKRTRLGLDDFESLKVIGRGAFGEVRLVQKKDTGHIYAMKILRKSDMLEKEQVAHIRAERDILVEADGAWVVKMFYSFQDKRNLYLIMEFLPGGDMMTLLMKKDTLTEEETQFYISETVLAIDAIHQLGFIHRDIKPDNLLLDAKGHVKLSDFGLCTGLKKAHRTEFYRNLTHNPPSDFSFQNMNSKRKAETWKKNRRQLAYSTVGTPDYIAPEVFMQTGY.... Result: 0 (no interaction). (3) The miRNA is mmu-miR-3961 with sequence UGCCCUCAGCUCAGUUGGA. The protein sequence of the target gene is MSLADELLADLEEAAEEEEGGSYGEEEEEPAIEDVQEETQLDLSGDSVKSIAKLWDSKMFAEIMMKIEEYISKQANVSEVMGPVEAAPEYRVIVDANNLTVEIENELNIIHKFIRDKYSKRFPELESLVPNALDYIRTVKELGNSLDKCKNNENLQQILTNATIMVVSVTASTTQGQQLSDEELERLEEACDMALELNASKHRIYEYVESRMSFIAPNLSIIIGASTAAKIMGVAGGLTNLSKMPACNIMLLGAQRKTLSGFSSTSVLPHTGYIYHSDIVQSLPPDLRRKAARLVAAKCT.... Result: 1 (interaction). (4) The miRNA is hsa-miR-4254 with sequence GCCUGGAGCUACUCCACCAUCUC. The protein sequence of the target gene is MMLLILFLVIICSHISVNQDSGPEYADVVFLVDSSDRLGSKSFPFVKMFITKMISSLPIEADKYRVALAQYSDKLHSEFHLSTFKGRSPMLNHLRKNFGFIGGSLQIGKALQEAHRTYFSAPANGRDKKQFPPILVVLASSESEDNVEEASKALRKDGVKIISVGVQKASEENLKAMATSQFHFNLRTVRDLSMFSQNMTHIIKDVIKYKEGAVDDIFVEACQGPSMADVVFLLDMSINGSEENFDYLKGFLEESVSALDIKENCMRVGLVAYSNETKVINSLSMGINKSEVLQHIQNLS.... Result: 0 (no interaction). (5) The miRNA is hsa-miR-4284 with sequence GGGCUCACAUCACCCCAU. The protein sequence of the target gene is MWGARRSSVSSSWNAASLLQLLLAALLAAGARASGEYCHGWLDAQGVWRIGFQCPERFDGGDATICCGSCALRYCCSSAEARLDQGGCDNDRQQGAGEPGRADKDGPDGSAVPIYVPFLIVGSVFVAFIILGSLVAACCCRCLRPKQDPQQSRAPGGNRLMETIPMIPSASTSRGSSSRQSSTAASSSSSANSGARAPPTRSQTNCCLPEGTMNNVYVNMPTNFSVLNCQQATQIVPHQGQYLHPPYVGYTVQHDSVPMTAVPPFMDGLQPGYRQIQSPFPHTNSEQKMYPAVTV. Result: 1 (interaction). (6) The miRNA is mmu-miR-3074-1-3p with sequence GAUAUCAGCUCAGUAGGCACCG. The protein sequence of the target gene is MQNVINTVKGKALEVAEYLTPVLKESKFKETGVITPEEFVAAGDHLVHHCPTWQWATGEELKVKAYLPTGKQFLVTKNVPCYKRCKQMEYSDELEAIIEEDDGDGGWVDTYHNTGITGITEAVKEITLENKDNIRLQDCSALCEEEEDEDEGEAADMEEYEESGLLETDEATLDTRKIVEACKAKTDAGGEDAILQTRTYDLYITYDKYYQTPRLWLFGYDEQRQPLTVEHMYEDISQDHVKKTVTIENHPHLPPPPMCSVHPCRHAEVMKKIIETVAEGGGELGVHMYLLIFLKFVQAV.... Result: 0 (no interaction). (7) The miRNA is mmu-miR-467f with sequence AUAUACACACACACACCUACA. The protein sequence of the target gene is MKIAVIGQSLFGQEVYCQLRKEGHEVVGVFTIPDKDGKADPLGLEAEKDGVPVFKFPRWRARGQALPEVVAKYQALGAELNVLPFCSQFIPMEVINAPRHGSIIYHPSLLPRHRGASAINWTLIHGDKKGGFTIFWADDGLDTGDLLLQKECDVLPDDTVSTLYNRFLFPEGIKGMVQAVRLIAEGTAPRRPQPEEGATYEGIQKKETAMINWDQPAEAIHNWIRGNDKVPGAWTEACGQKLTFFNSTLNTSGLVAQGEALPIPGAHRPGLVTKAGLILFGNDDRMLLVKNIQLEDGKMM.... Result: 1 (interaction). (8) The miRNA is mmu-miR-742-3p with sequence GAAAGCCACCAUGCUGGGUAAA. The protein sequence of the target gene is MCSTSGCDLEEIPLDDDDLNTIEFKILAYYTRHHVFKSTPALFSPKLLRTRSLSQRGLGNCSANESWTEVSWPCRNSQSSEKAINLGKKKSSWKAFFGVVEKEDSQSTPAKVSAQGQRTLEYQDSHSQQWSRCLSNVEQCLEHEAVDPKVISIANRVAEIVYSWPPPQATQAGGFKSKEIFVTEGLSFQLQGHVPVASSSKKDEEEQILAKIVELLKYSGDQLERKLKKDKALMGHFQDGLSYSVFKTITDQVLMGVDPRGESEVKAQGFKAALVIDVTAKLTAIDNHPMNRVLGFGTKY.... Result: 0 (no interaction). (9) Result: 0 (no interaction). The miRNA is mmu-miR-5125 with sequence UCUGCCUGGGAUUUCCUUGU. The protein sequence of the target gene is MRAQGRGRLPRRLLLLLALWVQAARPMGYFELQLSALRNVNGELLSGACCDGDGRTTRAGGCGHDECDTYVRVCLKEYQAKVTPTGPCSYGHGATPVLGGNSFYLPPAGAAGDRARARARAGGDQDPGLVVIPFQFAWPRSFTLIVEAWDWDNDTTPNEELLIERVSHAGMINPEDRWKSLHFSGHVAHLELQIRVRCDENYYSATCNKFCRPRNDFFGHYTCDQYGNKACMDGWMGKECKEAVCKQGCNLLHGGCTVPGECRCSYGWQGRFCDECVPYPGCVHGSCVEPWQCNCETNWG....